Dataset: Experimentally validated miRNA-target interactions with 360,000+ pairs, plus equal number of negative samples. Task: Binary Classification. Given a miRNA mature sequence and a target amino acid sequence, predict their likelihood of interaction. The miRNA is mmu-miR-6908-3p with sequence ACACUCUCCCUUGUGCUGGCAG. The protein sequence of the target gene is MQRDFRWLWVYEIGYAADNSRTLNVDSTAMTLPMSDPTAWATAMNNLGMAPLGIAGQPILPDFDPALGMMTGIPPITPMMPGLGIVPPPIPPDMPVVKEIIHCKSCTLFPPNPNLPPPATRERPPGCKTVFVGGLPENGTEQIIVEVFEQCGEIIAIRKSKKNFCHIRFAEEYMVDKALYLSGYRIRLGSSTDKKDTGRLHVDFAQARDDLYEWECKQRMLAREERHRRRMEEERLRPPSPPPVVHYSDHECSIVAEKLKDDSKFSEAVQTLLTWIERGEVNRRSANNFYSMIQSANSHV.... Result: 0 (no interaction).